This data is from NCI-60 drug combinations with 297,098 pairs across 59 cell lines. The task is: Regression. Given two drug SMILES strings and cell line genomic features, predict the synergy score measuring deviation from expected non-interaction effect. (1) Drug 1: CCC1(CC2CC(C3=C(CCN(C2)C1)C4=CC=CC=C4N3)(C5=C(C=C6C(=C5)C78CCN9C7C(C=CC9)(C(C(C8N6C=O)(C(=O)OC)O)OC(=O)C)CC)OC)C(=O)OC)O.OS(=O)(=O)O. Drug 2: CC1CCCC2(C(O2)CC(NC(=O)CC(C(C(=O)C(C1O)C)(C)C)O)C(=CC3=CSC(=N3)C)C)C. Cell line: OVCAR-8. Synergy scores: CSS=59.1, Synergy_ZIP=6.56, Synergy_Bliss=5.43, Synergy_Loewe=-10.6, Synergy_HSA=4.76. (2) Drug 1: C1=CC(=CC=C1C#N)C(C2=CC=C(C=C2)C#N)N3C=NC=N3. Drug 2: C1CN(P(=O)(OC1)NCCCl)CCCl. Cell line: CCRF-CEM. Synergy scores: CSS=0.0325, Synergy_ZIP=-0.543, Synergy_Bliss=-0.848, Synergy_Loewe=-1.21, Synergy_HSA=-1.84. (3) Drug 1: CN(C)C1=NC(=NC(=N1)N(C)C)N(C)C. Drug 2: CCC1=C2CN3C(=CC4=C(C3=O)COC(=O)C4(CC)O)C2=NC5=C1C=C(C=C5)O. Cell line: A549. Synergy scores: CSS=15.2, Synergy_ZIP=7.87, Synergy_Bliss=4.45, Synergy_Loewe=-34.4, Synergy_HSA=1.18. (4) Drug 1: CCC1=CC2CC(C3=C(CN(C2)C1)C4=CC=CC=C4N3)(C5=C(C=C6C(=C5)C78CCN9C7C(C=CC9)(C(C(C8N6C)(C(=O)OC)O)OC(=O)C)CC)OC)C(=O)OC.C(C(C(=O)O)O)(C(=O)O)O. Drug 2: COC1=CC(=CC(=C1O)OC)C2C3C(COC3=O)C(C4=CC5=C(C=C24)OCO5)OC6C(C(C7C(O6)COC(O7)C8=CC=CS8)O)O. Cell line: NCI-H460. Synergy scores: CSS=67.2, Synergy_ZIP=-1.43, Synergy_Bliss=-2.27, Synergy_Loewe=0.318, Synergy_HSA=0.933. (5) Drug 1: C1=NC2=C(N=C(N=C2N1C3C(C(C(O3)CO)O)F)Cl)N. Drug 2: CC1C(C(CC(O1)OC2CC(CC3=C2C(=C4C(=C3O)C(=O)C5=C(C4=O)C(=CC=C5)OC)O)(C(=O)CO)O)N)O.Cl. Cell line: SR. Synergy scores: CSS=41.2, Synergy_ZIP=0.0815, Synergy_Bliss=-2.38, Synergy_Loewe=-19.5, Synergy_HSA=-5.07. (6) Drug 1: CC1=C(C=C(C=C1)NC2=NC=CC(=N2)N(C)C3=CC4=NN(C(=C4C=C3)C)C)S(=O)(=O)N.Cl. Drug 2: C1=CN(C=N1)CC(O)(P(=O)(O)O)P(=O)(O)O. Cell line: HCT-15. Synergy scores: CSS=2.00, Synergy_ZIP=4.02, Synergy_Bliss=4.79, Synergy_Loewe=3.39, Synergy_HSA=1.65. (7) Drug 1: C(CC(=O)O)C(=O)CN.Cl. Drug 2: N.N.Cl[Pt+2]Cl. Cell line: NCI-H460. Synergy scores: CSS=69.3, Synergy_ZIP=-0.0696, Synergy_Bliss=-0.850, Synergy_Loewe=-0.988, Synergy_HSA=2.33. (8) Drug 1: C1CCC(C(C1)N)N.C(=O)(C(=O)[O-])[O-].[Pt+4]. Drug 2: CC1C(C(CC(O1)OC2CC(CC3=C2C(=C4C(=C3O)C(=O)C5=CC=CC=C5C4=O)O)(C(=O)C)O)N)O. Cell line: MALME-3M. Synergy scores: CSS=57.8, Synergy_ZIP=-1.53, Synergy_Bliss=1.14, Synergy_Loewe=2.85, Synergy_HSA=3.48.